Dataset: Full USPTO retrosynthesis dataset with 1.9M reactions from patents (1976-2016). Task: Predict the reactants needed to synthesize the given product. The reactants are: Br[C:2]1[C:3](=[O:13])[C:4]2[C:9]([C:10](=[O:12])[CH:11]=1)=[CH:8][CH:7]=[CH:6][CH:5]=2.[CH3:14][C:15]1[CH:22]=[CH:21][C:18]([CH2:19][NH2:20])=[CH:17][CH:16]=1. Given the product [CH3:14][C:15]1[CH:22]=[CH:21][C:18]([CH2:19][NH:20][C:2]2[C:3](=[O:13])[C:4]3[C:9]([C:10](=[O:12])[CH:11]=2)=[CH:8][CH:7]=[CH:6][CH:5]=3)=[CH:17][CH:16]=1, predict the reactants needed to synthesize it.